Dataset: Tox21: 12 toxicity assays (nuclear receptors and stress response pathways). Task: Binary classification across 12 toxicity assays. (1) The molecule is CC(=O)c1cc(C(C)(C)C)cc2c1CCC2(C)C. It tested positive (active) for: SR-MMP (Mitochondrial Membrane Potential disruption). (2) The molecule is O=C(c1ccc(O)cc1)c1ccc(O)cc1. It tested positive (active) for: NR-AhR (Aryl hydrocarbon Receptor agonist activity), NR-ER (Estrogen Receptor agonist activity), and NR-ER-LBD (Estrogen Receptor Ligand Binding Domain agonist). (3) The compound is Oc1ccc(Cl)cc1Cl. It tested positive (active) for: SR-MMP (Mitochondrial Membrane Potential disruption). (4) The compound is Clc1cccc2ccccc12. It tested positive (active) for: NR-ER (Estrogen Receptor agonist activity).